This data is from Full USPTO retrosynthesis dataset with 1.9M reactions from patents (1976-2016). The task is: Predict the reactants needed to synthesize the given product. (1) Given the product [CH3:17][O:18][C:19]([C:21]1[N:22]([CH3:27])[N:23]=[C:24]([NH:26][CH2:13][C:12]2[C:8]([C:5]3[CH:6]=[CH:7][C:2]([F:1])=[CH:3][CH:4]=3)=[N:9][O:10][C:11]=2[CH3:15])[CH:25]=1)=[O:20], predict the reactants needed to synthesize it. The reactants are: [F:1][C:2]1[CH:7]=[CH:6][C:5]([C:8]2[C:12]([CH:13]=O)=[C:11]([CH3:15])[O:10][N:9]=2)=[CH:4][CH:3]=1.Cl.[CH3:17][O:18][C:19]([C:21]1[N:22]([CH3:27])[N:23]=[C:24]([NH2:26])[CH:25]=1)=[O:20].C(=O)([O-])[O-].[K+].[K+].[BH4-].[Na+]. (2) Given the product [ClH:17].[N:18]12[CH2:26][CH2:25][CH:22]([CH2:23][CH2:24]1)[N:21]([C:15]([C:13]1[O:14][C:10]([C:7]3[CH:8]=[CH:9][C:4]([N+:1]([O-:3])=[O:2])=[CH:5][CH:6]=3)=[CH:11][CH:12]=1)=[O:16])[CH2:20][CH2:19]2, predict the reactants needed to synthesize it. The reactants are: [N+:1]([C:4]1[CH:9]=[CH:8][C:7]([C:10]2[O:14][C:13]([C:15]([Cl:17])=[O:16])=[CH:12][CH:11]=2)=[CH:6][CH:5]=1)([O-:3])=[O:2].[N:18]12[CH2:26][CH2:25][CH:22]([CH2:23][CH2:24]1)[NH:21][CH2:20][CH2:19]2. (3) Given the product [CH3:30][C:29]1[CH:28]=[C:27]([CH3:31])[NH:26][C:25](=[O:32])[C:24]=1[CH2:23][NH:22][C:19]([C:8]1[C:7]2[CH:6]=[N:5][N:4]([CH:2]([CH3:1])[CH3:3])[C:12]=2[CH:11]=[C:10]([N:13]2[CH2:18][CH2:17][O:16][CH2:15][CH2:14]2)[CH:9]=1)=[O:20], predict the reactants needed to synthesize it. The reactants are: [CH3:1][CH:2]([N:4]1[C:12]2[CH:11]=[C:10]([N:13]3[CH2:18][CH2:17][O:16][CH2:15][CH2:14]3)[CH:9]=[C:8]([C:19](O)=[O:20])[C:7]=2[CH:6]=[N:5]1)[CH3:3].[NH2:22][CH2:23][C:24]1[C:25](=[O:32])[NH:26][C:27]([CH3:31])=[CH:28][C:29]=1[CH3:30].Cl. (4) Given the product [CH3:25][C:22]1[N:21]=[C:20]([C:19]2[CH:18]=[N:17][N:13]3[C:14](=[O:16])[CH:15]=[C:10]([C:6]4[CH:5]=[C:4]5[C:9](=[CH:8][CH:7]=4)[N:1]([CH:33]4[CH2:36][O:35][CH2:34]4)[N:2]=[CH:3]5)[NH:11][C:12]=23)[O:24][N:23]=1, predict the reactants needed to synthesize it. The reactants are: [NH:1]1[C:9]2[C:4](=[CH:5][C:6]([C:10]3[NH:11][C:12]4[N:13]([N:17]=[CH:18][C:19]=4[C:20]4[O:24][N:23]=[C:22]([CH3:25])[N:21]=4)[C:14](=[O:16])[CH:15]=3)=[CH:7][CH:8]=2)[CH:3]=[N:2]1.C([O-])([O-])=O.[Cs+].[Cs+].I[CH:33]1[CH2:36][O:35][CH2:34]1. (5) Given the product [CH2:30]([CH2:32][NH2:33])[OH:31].[CH2:30]([CH2:32][NH2:33])[OH:31].[P:1]([OH:29])([OH:28])([O:3][C:4]1[CH:9]=[CH:8][C:7]([Cl:10])=[CH:6][C:5]=1[C:11](=[O:27])[NH:12][C:13]1[CH:18]=[C:17]([C:19]([F:20])([F:21])[F:22])[CH:16]=[C:15]([C:23]([F:24])([F:25])[F:26])[CH:14]=1)=[O:2], predict the reactants needed to synthesize it. The reactants are: [P:1]([OH:29])([OH:28])([O:3][C:4]1[CH:9]=[CH:8][C:7]([Cl:10])=[CH:6][C:5]=1[C:11](=[O:27])[NH:12][C:13]1[CH:18]=[C:17]([C:19]([F:22])([F:21])[F:20])[CH:16]=[C:15]([C:23]([F:26])([F:25])[F:24])[CH:14]=1)=[O:2].[CH2:30]([CH2:32][NH2:33])[OH:31]. (6) Given the product [C:9]([O:13][C:14](=[O:28])[NH:15][C@H:16]([CH:26]([O:40][CH2:37][CH2:38][I:1])[O:27][CH2:36][C:30]([CH3:29])([CH3:31])[CH3:35])[CH2:17][O:18][CH2:19][C:20]1[CH:25]=[CH:24][CH:23]=[CH:22][CH:21]=1)([CH3:12])([CH3:10])[CH3:11], predict the reactants needed to synthesize it. The reactants are: [I:1]N1C(=O)CCC1=O.[C:9]([O:13][C:14](=[O:28])[NH:15][C@H:16]([CH2:26][OH:27])[CH2:17][O:18][CH2:19][C:20]1[CH:25]=[CH:24][CH:23]=[CH:22][CH:21]=1)([CH3:12])([CH3:11])[CH3:10].[CH3:29][C:30]([CH3:36])([CH3:35])[CH2:31]OC=C.[C:37]([O:40]CC)(=O)[CH3:38]. (7) Given the product [F:16][C:17]([F:30])([F:29])[S:18]([O:8][C:6]1[CH2:7][CH:2]([CH3:1])[CH2:3][C:4](=[O:9])[CH:5]=1)(=[O:20])=[O:19], predict the reactants needed to synthesize it. The reactants are: [CH3:1][CH:2]1[CH2:7][C:6](=[O:8])[CH2:5][C:4](=[O:9])[CH2:3]1.C([O-])([O-])=O.[Na+].[Na+].[F:16][C:17]([F:30])([F:29])[S:18](O[S:18]([C:17]([F:30])([F:29])[F:16])(=[O:20])=[O:19])(=[O:20])=[O:19]. (8) Given the product [CH2:1]([O:3][C:4]([C:6]1[C:15](=[O:16])[C:14]2[C:9](=[CH:10][C:11]([CH2:37][C:36]3[CH:39]=[CH:40][CH:41]=[C:42]([Cl:43])[C:35]=3[F:34])=[C:12]([O:17][CH3:18])[N:13]=2)[N:8]([C@H:20]([C:24]([CH3:32])([CH3:31])[O:25][SiH2:26][C:27]([CH3:30])([CH3:28])[CH3:29])[CH:21]([CH3:23])[CH3:22])[CH:7]=1)=[O:5])[CH3:2], predict the reactants needed to synthesize it. The reactants are: [CH2:1]([O:3][C:4]([C:6]1[C:15](=[O:16])[C:14]2[C:9](=[CH:10][C:11](Cl)=[C:12]([O:17][CH3:18])[N:13]=2)[N:8]([C@H:20]([C:24]([CH3:32])([CH3:31])[O:25][SiH2:26][C:27]([CH3:30])([CH3:29])[CH3:28])[CH:21]([CH3:23])[CH3:22])[CH:7]=1)=[O:5])[CH3:2].[Br-].[F:34][C:35]1[C:42]([Cl:43])=[CH:41][CH:40]=[CH:39][C:36]=1[CH2:37][Zn+].Cl. (9) Given the product [NH:20]([C:21]([NH:1][C:2]1([CH2:8][C:9]([OH:11])=[O:10])[CH2:7][CH2:6][CH2:5][CH2:4][CH2:3]1)=[O:22])[C:14]1[CH:19]=[CH:18][CH:17]=[CH:16][CH:15]=1, predict the reactants needed to synthesize it. The reactants are: [NH2:1][C:2]1([CH2:8][C:9]([OH:11])=[O:10])[CH2:7][CH2:6][CH2:5][CH2:4][CH2:3]1.[OH-].[Na+].[C:14]1([N:20]=[C:21]=[O:22])[CH:19]=[CH:18][CH:17]=[CH:16][CH:15]=1.